From a dataset of Cav3 T-type calcium channel HTS with 100,875 compounds. Binary Classification. Given a drug SMILES string, predict its activity (active/inactive) in a high-throughput screening assay against a specified biological target. (1) The compound is S(=O)(=O)(N(CC(=O)Nc1ccc(OC)cc1)C)c1sccc1. The result is 0 (inactive). (2) The compound is Clc1c(NC(=S)NC2CCCCC2)ccc(Cl)c1. The result is 0 (inactive). (3) The drug is S=C(Nc1c(cccc1)C(F)(F)F)NC(=O)c1c(cc(cc1)C)C. The result is 0 (inactive). (4) The compound is s1cc(nc1N)COc1ccccc1. The result is 0 (inactive). (5) The drug is S(CC(=O)N1CCOCC1)CC(=O)/N=c1/sc2c(n1C)cccc2. The result is 0 (inactive).